This data is from Reaction yield outcomes from USPTO patents with 853,638 reactions. The task is: Predict the reaction yield, written as a fraction of the theoretical maximum amount of product (1.0 means a 100% yield; for example, 0.34 means a 34% yield). (1) The reactants are [F:1][C:2]([F:25])([F:24])[C:3]1[CH:23]=[CH:22][C:6]([CH2:7][O:8][N:9]=[C:10]([C:12]2[CH:17]=[CH:16][C:15]([O:18][CH2:19][C:20]#[CH:21])=[CH:14][CH:13]=2)[CH3:11])=[CH:5][CH:4]=1.CO.C[Si]([N:32]=[N+:33]=[N-:34])(C)C.O. The catalyst is CN(C=O)C. The product is [F:1][C:2]([F:24])([F:25])[C:3]1[CH:23]=[CH:22][C:6]([CH2:7][O:8][N:9]=[C:10]([C:12]2[CH:17]=[CH:16][C:15]([O:18][CH2:19][C:20]3[NH:34][N:33]=[N:32][CH:21]=3)=[CH:14][CH:13]=2)[CH3:11])=[CH:5][CH:4]=1. The yield is 0.880. (2) The reactants are [CH2:1]([N:4]=[C:5]=[O:6])[CH2:2][CH3:3].[CH2:7]([O:14][C@@H:15]([CH3:20])[C:16]([NH:18][NH2:19])=[O:17])[C:8]1[CH:13]=[CH:12][CH:11]=[CH:10][CH:9]=1. The yield is 0.990. The product is [CH2:7]([O:14][C@@H:15]([CH3:20])[C:16]([NH:18][NH:19][C:5]([NH:4][CH2:1][CH2:2][CH3:3])=[O:6])=[O:17])[C:8]1[CH:13]=[CH:12][CH:11]=[CH:10][CH:9]=1. The catalyst is ClCCl. (3) The reactants are [CH3:1][C:2]1[S:6][CH:5]=[C:4](/[CH:7]=[C:8](/[C@H:10]2[O:27][C:25](=[O:26])[CH2:24][C@H:23]([OH:28])[C:22]([CH3:30])([CH3:29])[C:20](=[O:21])[C@H:19]([CH3:31])[C@@H:18]([OH:32])[C@@H:17]([CH3:33])[CH2:16][CH2:15][CH2:14][CH:13]=[CH:12][CH2:11]2)\[CH3:9])[N:3]=1.CC1(C)O[O:36]1. The catalyst is C(Cl)Cl. The product is [CH3:1][C:2]1[S:6][CH:5]=[C:4](/[CH:7]=[C:8](/[C@H:10]2[O:27][C:25](=[O:26])[CH2:24][C@H:23]([OH:28])[C:22]([CH3:30])([CH3:29])[C:20](=[O:21])[C@H:19]([CH3:31])[C@@H:18]([OH:32])[C@@H:17]([CH3:33])[CH2:16][CH2:15][CH2:14][C@H:13]3[O:36][C@H:12]3[CH2:11]2)\[CH3:9])[N:3]=1. The yield is 0.450. (4) The reactants are [CH2:1]([O:8][C:9]1[CH:18]=[CH:17][C:12]([C:13]([O:15][CH3:16])=[O:14])=[CH:11][C:10]=1Br)[C:2]1[CH:7]=[CH:6][CH:5]=[CH:4][CH:3]=1.C(=O)([O-])[O-].[Cs+].[Cs+].[CH3:26]/[C:27](/B(O)O)=[CH:28]/[CH3:29].O. The catalyst is O1CCCC1. The product is [CH2:1]([O:8][C:9]1[CH:18]=[CH:17][C:12]([C:13]([O:15][CH3:16])=[O:14])=[CH:11][C:10]=1/[C:27](/[CH3:26])=[CH:28]\[CH3:29])[C:2]1[CH:7]=[CH:6][CH:5]=[CH:4][CH:3]=1. The yield is 0.410. (5) The reactants are [C:1]([O:5][C:6](=[O:18])[N:7]([CH2:9][CH2:10][CH2:11][CH:12]1[CH2:17][CH2:16][CH:15]=[CH:14][CH2:13]1)[CH3:8])([CH3:4])([CH3:3])[CH3:2].ClC1C=CC=C(C(OO)=[O:27])C=1. No catalyst specified. The product is [C:1]([O:5][C:6](=[O:18])[N:7]([CH3:8])[CH2:9][CH2:10][CH2:11][CH:12]1[CH2:17][CH2:16][CH:15]2[CH:14]([O:27]2)[CH2:13]1)([CH3:4])([CH3:2])[CH3:3]. The yield is 0.960. (6) The reactants are [C:1]1([CH3:9])[CH:6]=[CH:5][C:4]([CH:7]=O)=[CH:3][CH:2]=1.C(O[C:13](=[O:17])[CH2:14][C:15]#[N:16])C.[CH:18]1([NH:21][C:22]([NH2:24])=[NH:23])[CH2:20][CH2:19]1.Cl.C(=O)([O-])[O-].[K+].[K+]. The catalyst is C(O)C. The product is [C:15]([C:14]1[C:13](=[O:17])[NH:24][C:22]([NH:21][CH:18]2[CH2:20][CH2:19]2)=[N:23][C:7]=1[C:4]1[CH:5]=[CH:6][C:1]([CH3:9])=[CH:2][CH:3]=1)#[N:16]. The yield is 0.170. (7) The reactants are [CH2:1]([C:3]1[NH:4][C:5](=[O:27])[C:6]([CH2:12][C:13]2[CH:18]=[CH:17][C:16]([C:19]3[C:20]([C:25]#[N:26])=[CH:21][CH:22]=[CH:23][CH:24]=3)=[CH:15][CH:14]=2)=[C:7]([CH2:9][CH2:10][CH3:11])[N:8]=1)[CH3:2].[N:28]1([C:34]2[CH:39]=[CH:38][C:37](B(O)O)=[CH:36][CH:35]=2)[CH2:33][CH2:32][O:31][CH2:30][CH2:29]1.C(N(CC)CC)C.N1C=CC=CC=1. The catalyst is ClCCl.C(OCC)(=O)C.C([O-])(=O)C.[Cu+2].C([O-])(=O)C. The product is [CH2:1]([C:3]1[N:4]([C:37]2[CH:36]=[CH:35][C:34]([N:28]3[CH2:29][CH2:30][O:31][CH2:32][CH2:33]3)=[CH:39][CH:38]=2)[C:5](=[O:27])[C:6]([CH2:12][C:13]2[CH:18]=[CH:17][C:16]([C:19]3[C:20]([C:25]#[N:26])=[CH:21][CH:22]=[CH:23][CH:24]=3)=[CH:15][CH:14]=2)=[C:7]([CH2:9][CH2:10][CH3:11])[N:8]=1)[CH3:2]. The yield is 0.730.